From a dataset of Reaction yield outcomes from USPTO patents with 853,638 reactions. Predict the reaction yield, written as a fraction of the theoretical maximum amount of product (1.0 means a 100% yield; for example, 0.34 means a 34% yield). (1) The reactants are [CH2:1]([O:3][C:4](=[O:22])[CH:5]([N:14]=[CH:15][C:16]1[CH:21]=[CH:20][CH:19]=[CH:18][CH:17]=1)[C:6]1[CH:11]=[CH:10][C:9]([Cl:12])=[C:8]([Cl:13])[CH:7]=1)[CH3:2].[CH2:23](Br)[CH:24]=[CH2:25].C(=O)([O-])[O-].[K+].[K+]. The catalyst is C(OCC)(=O)C.[Br-].C([N+](CCCC)(CCCC)CCCC)CCC. The product is [CH:15](=[N:14][C:5]([C:6]1[CH:11]=[CH:10][C:9]([Cl:12])=[C:8]([Cl:13])[CH:7]=1)([CH2:25][CH:24]=[CH2:23])[C:4]([O:3][CH2:1][CH3:2])=[O:22])[C:16]1[CH:17]=[CH:18][CH:19]=[CH:20][CH:21]=1. The yield is 0.940. (2) The reactants are [NH2:1][C:2]1[C:7]([C:8]([O:10][CH2:11][CH3:12])=[O:9])=[CH:6][N:5]=[CH:4][N:3]=1.[C:13](OC(=O)C)(=[O:15])[CH3:14]. No catalyst specified. The product is [C:13]([NH:1][C:2]1[C:7]([C:8]([O:10][CH2:11][CH3:12])=[O:9])=[CH:6][N:5]=[CH:4][N:3]=1)(=[O:15])[CH3:14]. The yield is 0.590. (3) The reactants are [Li+].[OH-].C[O:4][C:5](=[O:29])[CH2:6][N:7]([CH:15]([C:17]1[CH:22]=[CH:21][C:20]([C:23]2[CH:28]=[CH:27][CH:26]=[CH:25][CH:24]=2)=[CH:19][CH:18]=1)[CH3:16])[C:8]([O:10][C:11]([CH3:14])([CH3:13])[CH3:12])=[O:9]. The catalyst is C1COCC1.CO.O. The product is [C:20]1([C:23]2[CH:24]=[CH:25][CH:26]=[CH:27][CH:28]=2)[CH:19]=[CH:18][C:17]([CH:15]([N:7]([CH2:6][C:5]([OH:29])=[O:4])[C:8]([O:10][C:11]([CH3:14])([CH3:13])[CH3:12])=[O:9])[CH3:16])=[CH:22][CH:21]=1. The yield is 0.979. (4) The reactants are [CH3:1][O:2][C:3]1[N:4]=[N:5][CH:6]=[CH:7][CH:8]=1.ClC1C=C(C=CC=1)C(O)=[O:14].C(=O)(O)[O-].[Na+].C(Cl)(Cl)Cl. The catalyst is ClCCl.O. The product is [CH3:1][O:2][C:3]1[N:4]=[N+:5]([O-:14])[CH:6]=[CH:7][CH:8]=1. The yield is 0.850. (5) The reactants are [NH2:1][C:2]1[C:27]([CH3:28])=[CH:26][C:5]2[N:6]=[C:7]3[C:12]([N:13]([CH2:14][CH2:15][CH2:16][C:17]4[CH:22]=[CH:21][C:20]([Cl:23])=[CH:19][CH:18]=4)[C:4]=2[CH:3]=1)=[N:11][C:10](=[O:24])[NH:9][C:8]3=[O:25].[C:29](Cl)(=[O:32])[CH2:30][CH3:31]. The catalyst is CN(C=O)C. The product is [Cl:23][C:20]1[CH:19]=[CH:18][C:17]([CH2:16][CH2:15][CH2:14][N:13]2[C:12]3[C:7]([C:8](=[O:25])[NH:9][C:10](=[O:24])[N:11]=3)=[N:6][C:5]3[CH:26]=[C:27]([CH3:28])[C:2]([NH:1][C:29](=[O:32])[CH2:30][CH3:31])=[CH:3][C:4]2=3)=[CH:22][CH:21]=1. The yield is 0.760. (6) The reactants are N[C:2]1[CH:10]=[CH:9][C:8]([Br:11])=[CH:7][C:3]=1[C:4]([NH2:6])=[O:5].C([N:14](CC)CC)C.[C:19](Cl)(=[O:28])[C:20]1[C:21]([O:26][CH3:27])=[CH:22][CH:23]=[CH:24][CH:25]=1.Cl.C(N(CC)CC)C. The catalyst is C1COCC1. The product is [C:19]([C:2]1[C:10]([NH2:14])=[CH:9][C:8]([Br:11])=[CH:7][C:3]=1[C:4]([NH2:6])=[O:5])(=[O:28])[C:20]1[C:21]([O:26][CH3:27])=[CH:22][CH:23]=[CH:24][CH:25]=1. The yield is 0.840. (7) The product is [CH3:21][C:6]1[C:7]([O:8][C:9]2[CH:14]=[CH:13][N:12]=[C:11]([C:15]3[CH:16]=[N:17][N:18]([CH3:20])[CH:19]=3)[CH:10]=2)=[C:2]([CH3:1])[N:3]=[C:4]([NH2:22])[CH:5]=1. The reactants are [CH3:1][C:2]1[C:7]([O:8][C:9]2[CH:14]=[CH:13][N:12]=[C:11]([C:15]3[CH:16]=[N:17][N:18]([CH3:20])[CH:19]=3)[CH:10]=2)=[C:6]([CH3:21])[CH:5]=[C:4]([N+:22]([O-])=O)[N:3]=1.[NH4+].[Cl-].CO.C1COCC1. The yield is 0.810. The catalyst is [Zn].CCOC(C)=O. (8) The reactants are [CH3:1][O:2][N:3]=[CH:4][C:5]1[CH:10]=[CH:9][C:8]([Cl:11])=[CH:7][C:6]=1[Cl:12].C([BH3-])#N.[Na+]. The catalyst is C(O)(=O)C. The product is [Cl:12][C:6]1[CH:7]=[C:8]([Cl:11])[CH:9]=[CH:10][C:5]=1[CH2:4][NH:3][O:2][CH3:1]. The yield is 0.680. (9) The reactants are [CH2:1]([N:13]1[C:21]2[CH:20]=[CH:19][CH:18]=[CH:17][C:16]=2[C:15]2[N:22]=[C:23]([S:33][CH2:34][C:35](O)=[O:36])[N:24]([C:27]3[CH:32]=[CH:31][CH:30]=[CH:29][CH:28]=3)[C:25](=[O:26])[C:14]1=2)[CH2:2][CH2:3][CH2:4][CH2:5][CH2:6][CH2:7][CH2:8][CH2:9][CH2:10][CH2:11][CH3:12].CN(C(ON1N=NC2C=CC=NC1=2)=[N+](C)C)C.F[P-](F)(F)(F)(F)F.C(N(CC)CC)C.[CH:69]1([NH2:75])[CH2:74][CH2:73][CH2:72][CH2:71][CH2:70]1. The catalyst is CN(C=O)C. The product is [CH:69]1([NH:75][C:35](=[O:36])[CH2:34][S:33][C:23]2[N:24]([C:27]3[CH:28]=[CH:29][CH:30]=[CH:31][CH:32]=3)[C:25](=[O:26])[C:14]3[N:13]([CH2:1][CH2:2][CH2:3][CH2:4][CH2:5][CH2:6][CH2:7][CH2:8][CH2:9][CH2:10][CH2:11][CH3:12])[C:21]4[CH:20]=[CH:19][CH:18]=[CH:17][C:16]=4[C:15]=3[N:22]=2)[CH2:74][CH2:73][CH2:72][CH2:71][CH2:70]1. The yield is 0.670.